From a dataset of Forward reaction prediction with 1.9M reactions from USPTO patents (1976-2016). Predict the product of the given reaction. Given the reactants [CH3:1][O:2][C:3]1[CH:4]=[C:5]2[C:10](=[CH:11][C:12]=1[O:13][CH3:14])[N:9]=[CH:8][N:7]=[C:6]2[O:15][C:16]1[CH:22]=[CH:21][C:19]([NH2:20])=[CH:18][CH:17]=1.Cl[C:24](Cl)([O:26][C:27](=[O:33])OC(Cl)(Cl)Cl)Cl.[CH3:35][C:36]1[CH:41]=[CH:40][CH:39]=[CH:38][C:37]=1CO.C(=O)(O)[O-].[Na+], predict the reaction product. The product is: [CH3:1][O:2][C:3]1[CH:4]=[C:5]2[C:10](=[CH:11][C:12]=1[O:13][CH3:14])[N:9]=[CH:8][N:7]=[C:6]2[O:15][C:16]1[CH:22]=[CH:21][C:19]([NH:20][C:27](=[O:33])[O:26][CH2:24][C:37]2[CH:38]=[CH:39][CH:40]=[CH:41][C:36]=2[CH3:35])=[CH:18][CH:17]=1.